Task: Predict the product of the given reaction.. Dataset: Forward reaction prediction with 1.9M reactions from USPTO patents (1976-2016) (1) Given the reactants [Cl:1][C:2]1[CH:7]=[CH:6][C:5](OB(O)O)=[CH:4][CH:3]=1.[N+:12]([C:15]1[CH:23]=[CH:22][C:18]([C:19](Cl)=[O:20])=[CH:17][CH:16]=1)([O-:14])=[O:13].O.P([O-])([O-])([O-])=O.[K+].[K+].[K+].C1(C)C=CC=CC=1, predict the reaction product. The product is: [Cl:1][C:2]1[CH:7]=[CH:6][C:5]([C:19]([C:18]2[CH:17]=[CH:16][C:15]([N+:12]([O-:14])=[O:13])=[CH:23][CH:22]=2)=[O:20])=[CH:4][CH:3]=1. (2) Given the reactants C(OC([N:8]1[CH2:13][CH2:12][CH:11]([O:14][C:15]2[CH:20]=[CH:19][CH:18]=[CH:17][N:16]=2)[CH2:10][CH2:9]1)=O)(C)(C)C.[ClH:21], predict the reaction product. The product is: [ClH:21].[ClH:21].[N:16]1[CH:17]=[CH:18][CH:19]=[CH:20][C:15]=1[O:14][CH:11]1[CH2:12][CH2:13][NH:8][CH2:9][CH2:10]1.